This data is from Catalyst prediction with 721,799 reactions and 888 catalyst types from USPTO. The task is: Predict which catalyst facilitates the given reaction. (1) Reactant: C[O:2][C:3](=[O:23])[CH2:4][CH2:5][CH:6]1[O:10][B:9]([OH:11])[C:8]2[CH:12]=[C:13]([O:16][C:17]3[N:22]=[CH:21][CH:20]=[CH:19][N:18]=3)[CH:14]=[CH:15][C:7]1=2.[Li+].[OH-].Cl. Product: [OH:11][B:9]1[C:8]2[CH:12]=[C:13]([O:16][C:17]3[N:18]=[CH:19][CH:20]=[CH:21][N:22]=3)[CH:14]=[CH:15][C:7]=2[CH:6]([CH2:5][CH2:4][C:3]([OH:23])=[O:2])[O:10]1. The catalyst class is: 20. (2) Reactant: [CH3:1][O:2][C:3](=[O:30])[C:4]1[CH:9]=[CH:8][CH:7]=[C:6]([CH2:10][C:11]2[CH:16]=[CH:15][C:14]([CH2:17][O:18][C:19]3[CH:24]=[CH:23][C:22]([C:25](=[O:27])[CH3:26])=[C:21]([OH:28])[C:20]=3I)=[CH:13][CH:12]=2)[CH:5]=1.C([Sn](CCCC)(CCCC)[C:36]1[CH:41]=[CH:40][CH:39]=[CH:38][N:37]=1)CCC. Product: [CH3:1][O:2][C:3](=[O:30])[C:4]1[CH:9]=[CH:8][CH:7]=[C:6]([CH2:10][C:11]2[CH:16]=[CH:15][C:14]([CH2:17][O:18][C:19]3[CH:24]=[CH:23][C:22]([C:25](=[O:27])[CH3:26])=[C:21]([OH:28])[C:20]=3[C:36]3[CH:41]=[CH:40][CH:39]=[CH:38][N:37]=3)=[CH:13][CH:12]=2)[CH:5]=1. The catalyst class is: 109. (3) Reactant: [C:1]([O:5][C:6]([NH:8][C@H:9]1[CH2:14][CH2:13][C@H:12]([NH:15][C:16]2[C:17]([CH3:26])=[C:18]([CH:23]=[CH:24][CH:25]=2)[C:19]([O:21][CH3:22])=[O:20])[CH2:11][CH2:10]1)=[O:7])([CH3:4])([CH3:3])[CH3:2].[CH:27](=O)[CH3:28].[C:30](O)(=O)C.C(O[BH-](OC(=O)C)OC(=O)C)(=O)C.[Na+]. Product: [C:1]([O:5][C:6]([N:8]([CH3:30])[C@H:9]1[CH2:14][CH2:13][C@H:12]([N:15]([CH2:27][CH3:28])[C:16]2[C:17]([CH3:26])=[C:18]([CH:23]=[CH:24][CH:25]=2)[C:19]([O:21][CH3:22])=[O:20])[CH2:11][CH2:10]1)=[O:7])([CH3:4])([CH3:3])[CH3:2]. The catalyst class is: 68. (4) Reactant: [Cl:1][C:2]1[S:6][C:5]([C:7]([NH:9][C@H:10]2[C@@H:14]([NH:15][C:16](=[O:30])[C:17]3[CH:22]=[CH:21][C:20]([N:23]4[CH:28]=[CH:27][CH:26]=[CH:25][C:24]4=[O:29])=[CH:19][CH:18]=3)[CH2:13][NH:12][CH2:11]2)=[O:8])=[CH:4][CH:3]=1.CCN(CC)CC.[C:38](OC(=O)C)(=[O:40])[CH3:39]. Product: [C:38]([N:12]1[CH2:13][C@H:14]([NH:15][C:16](=[O:30])[C:17]2[CH:18]=[CH:19][C:20]([N:23]3[CH:28]=[CH:27][CH:26]=[CH:25][C:24]3=[O:29])=[CH:21][CH:22]=2)[C@H:10]([NH:9][C:7]([C:5]2[S:6][C:2]([Cl:1])=[CH:3][CH:4]=2)=[O:8])[CH2:11]1)(=[O:40])[CH3:39]. The catalyst class is: 1. (5) Reactant: [C:1](Cl)(=O)[C:2]([Cl:4])=[O:3].[C:9]1([CH2:13][C:14]([Cl:16])=[O:15])[CH:8]=CC=[C:9]([CH2:13][C:14]([Cl:16])=[O:15])[CH:8]=1.C1(CC(O)=O)C=CC=C(CC(O)=O)C=1. Product: [C:14]([Cl:16])(=[O:15])[CH2:13]/[CH:9]=[CH:8]/[CH2:1][C:2]([Cl:4])=[O:3]. The catalyst class is: 120. (6) Reactant: C([O:8][C:9]1[CH:18]=[C:17]2[C:12]([CH:13]=[CH:14][CH:15]=[C:16]2[N:19]([C:29]([C:31]([OH:33])=[O:32])=[O:30])[C:20]2[CH:28]=[CH:27][CH:26]=[CH:25][C:21]=2[C:22]([OH:24])=[O:23])=[CH:11][CH:10]=1)C1C=CC=CC=1. Product: [C:31]([C:29]([N:19]([C:16]1[C:17]2[C:12](=[CH:11][CH:10]=[C:9]([OH:8])[CH:18]=2)[CH:13]=[CH:14][CH:15]=1)[C:20]1[CH:28]=[CH:27][CH:26]=[CH:25][C:21]=1[C:22]([OH:24])=[O:23])=[O:30])([OH:33])=[O:32]. The catalyst class is: 505. (7) Reactant: [C:1]([N:4]1[C:13]2[C:8](=[CH:9][C:10]([C:14]3[N:15]=[N:16][N:17]([CH2:19][CH2:20][O:21][Si:22]([C:25]([CH3:28])([CH3:27])[CH3:26])([CH3:24])[CH3:23])[CH:18]=3)=[CH:11][CH:12]=2)[C@H:7]([NH2:29])[CH2:6][C@@H:5]1[CH3:30])(=[O:3])[CH3:2].Br[C:32]1[CH:37]=[CH:36][C:35]([CH3:38])=[CH:34][N:33]=1.CC(C)([O-])C.[Na+].C1(P(C2CCCCC2)C2C=CC=CC=2C2C(N(C)C)=CC=CC=2)CCCCC1. Product: [C:1]([N:4]1[C:13]2[C:8](=[CH:9][C:10]([C:14]3[N:15]=[N:16][N:17]([CH2:19][CH2:20][O:21][Si:22]([C:25]([CH3:28])([CH3:27])[CH3:26])([CH3:23])[CH3:24])[CH:18]=3)=[CH:11][CH:12]=2)[C@H:7]([NH:29][C:32]2[CH:37]=[CH:36][C:35]([CH3:38])=[CH:34][N:33]=2)[CH2:6][C@@H:5]1[CH3:30])(=[O:3])[CH3:2]. The catalyst class is: 101. (8) Reactant: C(O[CH:4]=[CH:5][C:6](=O)[C:7]([F:10])([F:9])[CH3:8])C.S(O)(O)(=O)=O.[NH2:17][C:18]1[NH:19][CH:20]=[CH:21][N:22]=1.[NH2:17][C:18]1[NH:19][CH:20]=[CH:21][N:22]=1.C[O-].[Na+]. Product: [F:10][C:7]([C:6]1[CH:5]=[CH:4][N:19]2[CH:20]=[CH:21][N:22]=[C:18]2[N:17]=1)([F:9])[CH3:8]. The catalyst class is: 8. (9) Reactant: C1CCN2C(=NCCC2)CC1.[CH3:12][O:13][C:14]1[CH:21]=[CH:20][C:17]([CH:18]=[O:19])=[CH:16][CH:15]=1.[N:22]([C:24]1[CH:29]=[CH:28][CH:27]=[CH:26][CH:25]=1)=[O:23]. Product: [OH:23][N:22]([C:24]1[CH:29]=[CH:28][CH:27]=[CH:26][CH:25]=1)[C:18](=[O:19])[C:17]1[CH:20]=[CH:21][C:14]([O:13][CH3:12])=[CH:15][CH:16]=1. The catalyst class is: 4.